This data is from Reaction yield outcomes from USPTO patents with 853,638 reactions. The task is: Predict the reaction yield, written as a fraction of the theoretical maximum amount of product (1.0 means a 100% yield; for example, 0.34 means a 34% yield). (1) The reactants are [Br:1]Br.[CH3:3][C:4]1([CH3:23])[CH:8]([C:9]2[CH:14]=[CH:13][C:12]([CH3:15])=[CH:11][CH:10]=2)[C:7]2[C:16]([CH3:22])=[CH:17][C:18]([CH3:21])=[C:19]([CH3:20])[C:6]=2[O:5]1.C([O-])(=O)C.[Na+].C(#N)C. The catalyst is O. The product is [Br:1][C:17]1[C:18]([CH3:21])=[C:19]([CH3:20])[C:6]2[O:5][C:4]([CH3:23])([CH3:3])[CH:8]([C:9]3[CH:10]=[CH:11][C:12]([CH3:15])=[CH:13][CH:14]=3)[C:7]=2[C:16]=1[CH3:22]. The yield is 0.942. (2) The reactants are [CH3:1][C:2]1[CH:7]=[CH:6][C:5]([NH:8][C:9](=[O:26])[C:10]2[CH:15]=[C:14]([C:16]([F:19])([F:18])[F:17])[CH:13]=[C:12]([N:20]3[CH:24]=[C:23]([CH3:25])[N:22]=[CH:21]3)[CH:11]=2)=[CH:4][C:3]=1[NH:27][C:28]([N:30]1[C:34]2[N:35]=[CH:36][N:37]=[C:38](Cl)[C:33]=2[CH:32]=[CH:31]1)=[O:29].C(Cl)(=O)C.[OH:44][CH:45]([C:47]1[CH:48]=[C:49]([CH:51]=[CH:52][CH:53]=1)[NH2:50])[CH3:46]. The catalyst is C(O)CCC. The product is [CH3:1][C:2]1[CH:7]=[CH:6][C:5]([NH:8][C:9](=[O:26])[C:10]2[CH:15]=[C:14]([C:16]([F:19])([F:18])[F:17])[CH:13]=[C:12]([N:20]3[CH:24]=[C:23]([CH3:25])[N:22]=[CH:21]3)[CH:11]=2)=[CH:4][C:3]=1[NH:27][C:28]([N:30]1[C:34]2[N:35]=[CH:36][N:37]=[C:38]([NH:50][C:49]3[CH:51]=[CH:52][CH:53]=[C:47]([CH:45]([OH:44])[CH3:46])[CH:48]=3)[C:33]=2[CH:32]=[CH:31]1)=[O:29]. The yield is 0.510. (3) The reactants are [C:1]1([C:7]([C:9]2[NH:17][C:12]3=[CH:13][N:14]=[CH:15][CH:16]=[C:11]3[CH:10]=2)=O)[CH:6]=[CH:5][CH:4]=[CH:3][CH:2]=1.[NH2:18][O:19][CH:20]1[CH2:24][CH2:23][N:22]([C:25]([O:27][C:28]([CH3:31])([CH3:30])[CH3:29])=[O:26])[CH2:21]1.C(O)(=O)C. The catalyst is C(O)(C)C. The product is [C:1]1([C:7](=[N:18][O:19][CH:20]2[CH2:24][CH2:23][N:22]([C:25]([O:27][C:28]([CH3:31])([CH3:30])[CH3:29])=[O:26])[CH2:21]2)[C:9]2[NH:17][C:12]3=[CH:13][N:14]=[CH:15][CH:16]=[C:11]3[CH:10]=2)[CH:6]=[CH:5][CH:4]=[CH:3][CH:2]=1. The yield is 0.320. (4) The reactants are Cl.CC(O)=O.[NH:6]([C:13]1[N:14]([C:29]2[CH:34]=[CH:33][CH:32]=[CH:31][CH:30]=2)[C:15]2[C:20]([C:21](=[O:28])[C:22]=1C(OCC)=O)=[CH:19][CH:18]=[N:17][CH:16]=2)[C:7]1[CH:12]=[CH:11][CH:10]=[CH:9][CH:8]=1.[OH-].[Na+]. No catalyst specified. The product is [NH:6]([C:13]1[N:14]([C:29]2[CH:30]=[CH:31][CH:32]=[CH:33][CH:34]=2)[C:15]2[C:20]([C:21](=[O:28])[CH:22]=1)=[CH:19][CH:18]=[N:17][CH:16]=2)[C:7]1[CH:8]=[CH:9][CH:10]=[CH:11][CH:12]=1. The yield is 0.470. (5) The yield is 0.0900. The catalyst is C(O)C. The product is [Cl:1][C:2]1[N:7]=[C:6]([NH:10][C:11]2[CH:21]=[CH:20][CH:19]=[CH:18][C:12]=2[C:13]([O:15][CH2:16][CH3:17])=[O:14])[C:5]([CH3:9])=[CH:4][N:3]=1. The reactants are [Cl:1][C:2]1[N:7]=[C:6](Cl)[C:5]([CH3:9])=[CH:4][N:3]=1.[NH2:10][C:11]1[CH:21]=[CH:20][CH:19]=[CH:18][C:12]=1[C:13]([O:15][CH2:16][CH3:17])=[O:14].C(N(C(C)C)CC)(C)C. (6) The reactants are [Si]([O:8][CH2:9][CH:10]1[O:14][N:13]=[C:12]([C:15]2[CH:20]=[CH:19][C:18]([C:21]3[CH:26]=[CH:25][C:24]([N:27]4[CH2:31][C@H:30]([CH2:32][N:33]5[CH:37]=[C:36]([CH3:38])[N:35]=[N:34]5)[O:29][C:28]4=[O:39])=[CH:23][C:22]=3[F:40])=[CH:17][CH:16]=2)[CH2:11]1)(C(C)(C)C)(C)C.[F-].C([N+](CCCC)(CCCC)CCCC)CCC. The catalyst is O1CCCC1. The product is [F:40][C:22]1[CH:23]=[C:24]([N:27]2[CH2:31][C@H:30]([CH2:32][N:33]3[CH:37]=[C:36]([CH3:38])[N:35]=[N:34]3)[O:29][C:28]2=[O:39])[CH:25]=[CH:26][C:21]=1[C:18]1[CH:19]=[CH:20][C:15]([C:12]2[CH2:11][CH:10]([CH2:9][OH:8])[O:14][N:13]=2)=[CH:16][CH:17]=1. The yield is 0.660. (7) The reactants are [CH3:1][O:2][C:3](=[O:23])[C:4]1[CH:9]=[CH:8][C:7]([CH2:10][NH:11][CH:12]=O)=[N:6][C:5]=1[NH:14][C:15]1[CH:20]=[CH:19][C:18]([Br:21])=[CH:17][C:16]=1[F:22].O(Cl)Cl.[P+5]. The catalyst is C1(C)C=CC=CC=1. The product is [CH3:1][O:2][C:3]([C:4]1[CH:9]=[CH:8][C:7]2[N:6]([CH:12]=[N:11][CH:10]=2)[C:5]=1[NH:14][C:15]1[CH:20]=[CH:19][C:18]([Br:21])=[CH:17][C:16]=1[F:22])=[O:23]. The yield is 0.490.